From a dataset of Reaction yield outcomes from USPTO patents with 853,638 reactions. Predict the reaction yield, written as a fraction of the theoretical maximum amount of product (1.0 means a 100% yield; for example, 0.34 means a 34% yield). (1) The reactants are [CH3:1][C:2]1[C:6]([C:7]([O:9][CH3:10])=[O:8])=[CH:5][NH:4][N:3]=1.Br[CH:12]([C:14]1[CH:19]=[CH:18][CH:17]=[CH:16][CH:15]=1)[CH3:13].C(=O)([O-])[O-].[K+].[K+]. The catalyst is CN(C)C=O. The product is [CH3:1][C:2]1[C:6]([C:7]([O:9][CH3:10])=[O:8])=[CH:5][N:4]([CH:12]([C:14]2[CH:19]=[CH:18][CH:17]=[CH:16][CH:15]=2)[CH3:13])[N:3]=1.[CH3:1][C:2]1[N:3]([CH:12]([C:14]2[CH:19]=[CH:18][CH:17]=[CH:16][CH:15]=2)[CH3:13])[N:4]=[CH:5][C:6]=1[C:7]([O:9][CH3:10])=[O:8]. The yield is 0.190. (2) The reactants are [C:1]([O:5][C:6]([NH:8][C:9]1[CH:14]=[C:13]([CH2:15][CH2:16][C:17]([OH:19])=O)[CH:12]=[CH:11][N:10]=1)=[O:7])([CH3:4])([CH3:3])[CH3:2].C([N:22](CC)CC)C.ClC(OCC)=O.N. The catalyst is O1CCCC1. The product is [NH2:22][C:17](=[O:19])[CH2:16][CH2:15][C:13]1[CH:12]=[CH:11][N:10]=[C:9]([NH:8][C:6](=[O:7])[O:5][C:1]([CH3:4])([CH3:3])[CH3:2])[CH:14]=1. The yield is 1.00. (3) The product is [C:1]1([C:7]2[CH:8]=[C:9]([C:16]([NH2:20])=[O:18])[C:10]3[CH:11]=[N:12][NH:13][C:14]=3[CH:15]=2)[CH:6]=[CH:5][CH:4]=[CH:3][CH:2]=1. No catalyst specified. The reactants are [C:1]1([C:7]2[CH:8]=[C:9]([C:16]([O:18]C)=O)[C:10]3[CH:11]=[N:12][NH:13][C:14]=3[CH:15]=2)[CH:6]=[CH:5][CH:4]=[CH:3][CH:2]=1.[NH3:20]. The yield is 0.240. (4) The reactants are Br[CH2:2][CH2:3][CH2:4][C:5]([O:7][CH2:8][CH3:9])=[O:6].[N-:10]=[N+:11]=[N-:12].[Na+]. The catalyst is CN(C=O)C. The product is [N:10]([CH2:2][CH2:3][CH2:4][C:5]([O:7][CH2:8][CH3:9])=[O:6])=[N+:11]=[N-:12]. The yield is 0.960. (5) The reactants are [OH:1][C:2]1[CH:10]=[CH:9][C:8]2[N:7]3[CH2:11][CH2:12][NH:13][C:14](=[O:15])[C:6]3=[CH:5][C:4]=2[CH:3]=1.[CH:16]([N:19]1[CH2:24][CH2:23][CH:22](O)[CH2:21][CH2:20]1)([CH3:18])[CH3:17].C(P(CCCC)CCCC)CCC.N(C(N1CCCCC1)=O)=NC(N1CCCCC1)=O. The catalyst is O1CCCC1. The product is [CH:16]([N:19]1[CH2:24][CH2:23][CH:22]([O:1][C:2]2[CH:10]=[CH:9][C:8]3[N:7]4[CH2:11][CH2:12][NH:13][C:14](=[O:15])[C:6]4=[CH:5][C:4]=3[CH:3]=2)[CH2:21][CH2:20]1)([CH3:18])[CH3:17]. The yield is 0.260. (6) The reactants are Cl[C:2]1[CH:7]=[CH:6][N:5]=[CH:4][C:3]=1[C:8]1[N:16]=[C:15]([CH3:17])[N:14]=[C:13]2[C:9]=1[N:10]=[CH:11][N:12]2C1CCCCO1.[NH2:24][C:25]1[CH:26]=[CH:27][C:28]([O:31][CH3:32])=[N:29][CH:30]=1.Cl. The catalyst is C(O)C.C([O-])(O)=O.[Na+]. The product is [CH3:32][O:31][C:28]1[N:29]=[CH:30][C:25]([NH:24][C:2]2[CH:7]=[CH:6][N:5]=[CH:4][C:3]=2[C:8]2[N:16]=[C:15]([CH3:17])[N:14]=[C:13]3[C:9]=2[N:10]=[CH:11][NH:12]3)=[CH:26][CH:27]=1. The yield is 0.580.